From a dataset of Forward reaction prediction with 1.9M reactions from USPTO patents (1976-2016). Predict the product of the given reaction. Given the reactants [N:1]1([CH2:8][CH2:9][N:10]2[CH2:15][CH2:14][CH:13]([NH:16][C:17]([C:19]3[NH:20][C:21]4[C:26]([CH:27]=3)=[C:25](Br)[CH:24]=[CH:23][CH:22]=4)=[O:18])[CH2:12][CH2:11]2)[CH2:7][CH2:6][CH2:5][CH2:4][CH2:3][CH2:2]1.[N:29]1[O:33][N:32]=[C:31]2[CH:34]=[C:35](B(O)O)[CH:36]=[CH:37][C:30]=12, predict the reaction product. The product is: [N:1]1([CH2:8][CH2:9][N:10]2[CH2:15][CH2:14][CH:13]([NH:16][C:17]([C:19]3[NH:20][C:21]4[C:26]([CH:27]=3)=[C:25]([C:35]3[CH:36]=[CH:37][C:30]5[C:31]([CH:34]=3)=[N:32][O:33][N:29]=5)[CH:24]=[CH:23][CH:22]=4)=[O:18])[CH2:12][CH2:11]2)[CH2:7][CH2:6][CH2:5][CH2:4][CH2:3][CH2:2]1.